From a dataset of NCI-60 drug combinations with 297,098 pairs across 59 cell lines. Regression. Given two drug SMILES strings and cell line genomic features, predict the synergy score measuring deviation from expected non-interaction effect. Drug 1: COC1=NC(=NC2=C1N=CN2C3C(C(C(O3)CO)O)O)N. Drug 2: CC1=C2C(C(=O)C3(C(CC4C(C3C(C(C2(C)C)(CC1OC(=O)C(C(C5=CC=CC=C5)NC(=O)OC(C)(C)C)O)O)OC(=O)C6=CC=CC=C6)(CO4)OC(=O)C)O)C)O. Cell line: NCI-H226. Synergy scores: CSS=-0.326, Synergy_ZIP=-1.90, Synergy_Bliss=-3.92, Synergy_Loewe=-3.33, Synergy_HSA=-3.77.